This data is from Full USPTO retrosynthesis dataset with 1.9M reactions from patents (1976-2016). The task is: Predict the reactants needed to synthesize the given product. (1) Given the product [CH2:1]([C:8]1[C:9]([O:30][C@H:31]2[C@H:36]([OH:37])[C@H:35]([OH:39])[C@@H:34]([O:41][CH3:42])[C:33]([CH3:44])([CH3:43])[O:32]2)=[CH:10][CH:11]=[C:12]2[C:17]=1[O:16][C:15](=[O:18])[C:14]([NH:19][C:72]([C:66]1[CH:65]=[C:64]([C:60]3[CH:61]=[CH:62][CH:63]=[C:58]([O:57][CH3:56])[CH:59]=3)[C:69]([O:70][CH3:71])=[CH:68][CH:67]=1)=[O:74])=[CH:13]2)[C:2]1[CH:7]=[CH:6][CH:5]=[CH:4][CH:3]=1, predict the reactants needed to synthesize it. The reactants are: [CH2:1]([C:8]1[C:9]([O:30][C@H:31]2[C@@H:36]3[O:37]C(=O)[O:39][C@@H:35]3[C@@H:34]([O:41][CH3:42])[C:33]([CH3:44])([CH3:43])[O:32]2)=[CH:10][CH:11]=[C:12]2[C:17]=1[O:16][C:15](=[O:18])[C:14]([NH:19]C(=O)OCC1C=CC=CC=1)=[CH:13]2)[C:2]1[CH:7]=[CH:6][CH:5]=[CH:4][CH:3]=1.CCN=C=NCCCN(C)C.[CH3:56][O:57][C:58]1[CH:59]=[C:60]([C:64]2[C:69]([O:70][CH3:71])=[CH:68][CH:67]=[C:66]([C:72]([OH:74])=O)[CH:65]=2)[CH:61]=[CH:62][CH:63]=1.C(=O)([O-])[O-]. (2) Given the product [OH:2][CH:1]([CH3:17])[C:3]([NH:6][C:7](=[O:16])[C:8]1[CH:13]=[CH:12][C:11]([F:14])=[CH:10][C:9]=1[F:15])([CH3:5])[CH3:4], predict the reactants needed to synthesize it. The reactants are: [CH:1]([C:3]([NH:6][C:7](=[O:16])[C:8]1[CH:13]=[CH:12][C:11]([F:14])=[CH:10][C:9]=1[F:15])([CH3:5])[CH3:4])=[O:2].[CH3:17][Mg]Br.[Cl-].[NH4+]. (3) Given the product [CH3:19][C:11]([C:1]1[C:10]2[C:5](=[CH:6][CH:7]=[CH:8][CH:9]=2)[CH:4]=[CH:3][CH:2]=1)([CH3:12])[C:17]#[N:15], predict the reactants needed to synthesize it. The reactants are: [C:1]1([CH2:11][C:12]#N)[C:10]2[C:5](=[CH:6][CH:7]=[CH:8][CH:9]=2)[CH:4]=[CH:3][CH:2]=1.C[N:15]([CH:17]=O)C.[CH3:19]I.[H-].[Na+].